Task: Predict the product of the given reaction.. Dataset: Forward reaction prediction with 1.9M reactions from USPTO patents (1976-2016) Given the reactants [CH2:1]([O:3][C:4](=[O:23])[C:5]1[CH:10]=[CH:9][CH:8]=[C:7]([S:11][C:12]2[C:20]3[C:15](=[CH:16][C:17]([Cl:21])=[CH:18][CH:19]=3)[NH:14][C:13]=2[CH3:22])[CH:6]=1)[CH3:2].Br[C:25]1[C:26]([CH3:31])=[N:27][N:28]([CH3:30])[CH:29]=1, predict the reaction product. The product is: [CH2:1]([O:3][C:4](=[O:23])[C:5]1[CH:10]=[CH:9][CH:8]=[C:7]([S:11][C:12]2[C:20]3[C:15](=[CH:16][C:17]([Cl:21])=[CH:18][CH:19]=3)[N:14]([C:25]3[C:26]([CH3:31])=[N:27][N:28]([CH3:30])[CH:29]=3)[C:13]=2[CH3:22])[CH:6]=1)[CH3:2].